This data is from Catalyst prediction with 721,799 reactions and 888 catalyst types from USPTO. The task is: Predict which catalyst facilitates the given reaction. (1) The catalyst class is: 6. Reactant: C1COCC1.O[Li].O.C[O:10][C:11](=[O:49])[CH2:12][O:13][C:14]1[CH:19]=[CH:18][C:17]([O:20][CH2:21][C:22]2[S:23][C:24]([C:37]3[CH:42]=[CH:41][C:40]([O:43][C:44]([F:47])([F:46])[F:45])=[CH:39][CH:38]=3)=[C:25]([C:27]3[CH:32]=[CH:31][C:30]([O:33][CH:34]([CH3:36])[CH3:35])=[CH:29][CH:28]=3)[N:26]=2)=[CH:16][C:15]=1[CH3:48]. Product: [CH:34]([O:33][C:30]1[CH:29]=[CH:28][C:27]([C:25]2[N:26]=[C:22]([CH2:21][O:20][C:17]3[CH:18]=[CH:19][C:14]([O:13][CH2:12][C:11]([OH:49])=[O:10])=[C:15]([CH3:48])[CH:16]=3)[S:23][C:24]=2[C:37]2[CH:38]=[CH:39][C:40]([O:43][C:44]([F:46])([F:47])[F:45])=[CH:41][CH:42]=2)=[CH:32][CH:31]=1)([CH3:36])[CH3:35]. (2) Reactant: [C:1]([C:3]1[C:11]2[C:6](=[CH:7][C:8]([C:12]([O:14]C)=[O:13])=[CH:9][CH:10]=2)[NH:5][N:4]=1)#[N:2].OO.NC(N)=[O:20].[OH-].[Na+]. Product: [C:1]([C:3]1[C:11]2[C:6](=[CH:7][C:8]([C:12]([OH:14])=[O:13])=[CH:9][CH:10]=2)[NH:5][N:4]=1)(=[O:20])[NH2:2]. The catalyst class is: 5. (3) Reactant: [CH3:1][N:2]([CH3:19])[C@@H:3]1[CH2:7][CH2:6][N:5]([CH2:8][C:9]2[CH:18]=[CH:17][C:12]([C:13]([O:15]C)=[O:14])=[CH:11][CH:10]=2)[CH2:4]1. Product: [CH3:1][N:2]([CH3:19])[C@@H:3]1[CH2:7][CH2:6][N:5]([CH2:8][C:9]2[CH:18]=[CH:17][C:12]([C:13]([OH:15])=[O:14])=[CH:11][CH:10]=2)[CH2:4]1. The catalyst class is: 33. (4) Reactant: [F:1][C:2]1[CH:19]=[C:18]([N+:20]([O-:22])=[O:21])[CH:17]=[CH:16][C:3]=1[C:4]([N:6]([CH3:15])[NH:7]C(OC(C)(C)C)=O)=[O:5]. Product: [F:1][C:2]1[CH:19]=[C:18]([N+:20]([O-:22])=[O:21])[CH:17]=[CH:16][C:3]=1[C:4]([N:6]([CH3:15])[NH2:7])=[O:5]. The catalyst class is: 89. (5) Reactant: [F:1][C:2]1[CH:7]=[CH:6][C:5]([CH2:8][C:9]#[N:10])=[CH:4][CH:3]=1.[O-]CC.[Na+].[N:15](OCCC(C)C)=[O:16]. Product: [F:1][C:2]1[CH:7]=[CH:6][C:5]([C:8]([C:9]#[N:10])=[N:15][OH:16])=[CH:4][CH:3]=1. The catalyst class is: 8. (6) Reactant: [NH2:1][C:2]1[C:11]2[N:12]=[C:13]([CH2:22][CH3:23])[N:14]([CH2:15][CH:16]3[CH2:21][CH2:20][O:19][CH2:18][CH2:17]3)[C:10]=2[C:9]2[CH:8]=[CH:7][C:6]([CH2:24][CH2:25][C:26]#[N:27])=[CH:5][C:4]=2[N:3]=1.[OH-:28].[Na+].OO. Product: [NH2:1][C:2]1[C:11]2[N:12]=[C:13]([CH2:22][CH3:23])[N:14]([CH2:15][CH:16]3[CH2:21][CH2:20][O:19][CH2:18][CH2:17]3)[C:10]=2[C:9]2[CH:8]=[CH:7][C:6]([CH2:24][CH2:25][C:26]([NH2:27])=[O:28])=[CH:5][C:4]=2[N:3]=1. The catalyst class is: 5. (7) Reactant: [CH3:1][C:2]([C:5]1[N:10]=[CH:9][N:8]=[C:7](O)[CH:6]=1)([CH3:4])[CH3:3].C(N(CC)CC)C.P(Cl)(Cl)([Cl:21])=O. Product: [Cl:21][C:7]1[CH:6]=[C:5]([C:2]([CH3:4])([CH3:3])[CH3:1])[N:10]=[CH:9][N:8]=1. The catalyst class is: 2. (8) Reactant: [C:1]12([C:15]([O:17]C)=[O:16])[CH2:10][CH:5]3[CH2:6][CH:7]([CH2:9][C:3]([C:11]([O:13][CH3:14])=[O:12])([CH2:4]3)[CH2:2]1)[CH2:8]2.[OH-].[K+].O. Product: [CH3:14][O:13][C:11]([C:3]12[CH2:4][CH:5]3[CH2:6][CH:7]([CH2:8][C:1]([C:15]([OH:17])=[O:16])([CH2:10]3)[CH2:2]1)[CH2:9]2)=[O:12]. The catalyst class is: 5.